Task: Predict which catalyst facilitates the given reaction.. Dataset: Catalyst prediction with 721,799 reactions and 888 catalyst types from USPTO (1) Reactant: C1(P(C2CCCCC2)C2CCCCC2)CCCCC1.[F:20][C:21]1[CH:30]=[C:29](B2OC(C)(C)C(C)(C)O2)[CH:28]=[C:27]2[C:22]=1[N:23]=[CH:24][CH:25]=[N:26]2.[CH3:40][O:41][C:42](=[O:65])[C:43]1[CH:48]=[CH:47][CH:46]=[CH:45][C:44]=1[NH:49][C:50]1[N:54]([C:55]2[C:60]([CH3:61])=[CH:59][CH:58]=[CH:57][C:56]=2[F:62])[N:53]=[C:52]([CH3:63])[C:51]=1Br.P([O-])([O-])([O-])=O.[K+].[K+].[K+]. Product: [CH3:40][O:41][C:42](=[O:65])[C:43]1[CH:48]=[CH:47][CH:46]=[CH:45][C:44]=1[NH:49][C:50]1[N:54]([C:55]2[C:60]([CH3:61])=[CH:59][CH:58]=[CH:57][C:56]=2[F:62])[N:53]=[C:52]([CH3:63])[C:51]=1[C:29]1[CH:28]=[C:27]2[C:22](=[C:21]([F:20])[CH:30]=1)[N:23]=[CH:24][CH:25]=[N:26]2. The catalyst class is: 127. (2) Reactant: F[CH2:2][CH2:3][O:4][C:5]1[C:14]([C:15]([O:17]CCF)=[O:16])=[CH:13][C:12]2[C:7](=[CH:8][CH:9]=[CH:10][CH:11]=2)[N:6]=1.[Li+].[OH-:22]. Product: [OH:22][CH2:2][CH2:3][O:4][C:5]1[C:14]([C:15]([OH:17])=[O:16])=[CH:13][C:12]2[C:7](=[CH:8][CH:9]=[CH:10][CH:11]=2)[N:6]=1. The catalyst class is: 5. (3) Reactant: [CH3:1][O:2][C:3]([CH3:5])=[CH2:4].Cl[O-].[Na+].C([O-])(=O)C.[Na+].[Cl:14][C:15]1[C:24]([CH:25]=[N:26][OH:27])=[C:23]([S:28]([CH3:31])(=[O:30])=[O:29])[CH:22]=[CH:21][C:16]=1[C:17]([O:19][CH3:20])=[O:18]. The catalyst class is: 2. Product: [Cl:14][C:15]1[C:24]([C:25]2[CH2:4][C:3]([O:2][CH3:1])([CH3:5])[O:27][N:26]=2)=[C:23]([S:28]([CH3:31])(=[O:30])=[O:29])[CH:22]=[CH:21][C:16]=1[C:17]([O:19][CH3:20])=[O:18]. (4) The catalyst class is: 1. Reactant: [N:1]1[CH:6]=[CH:5][CH:4]=[C:3]2[CH:7]([NH2:16])[C:8]3[CH:15]=[CH:14][CH:13]=[CH:12][C:9]=3[CH2:10][CH2:11][C:2]=12.[C:17](=S)=[S:18].C(Cl)CCl. Product: [N:16]([CH:7]1[C:3]2[C:2](=[N:1][CH:6]=[CH:5][CH:4]=2)[CH2:11][CH2:10][C:9]2[CH:12]=[CH:13][CH:14]=[CH:15][C:8]1=2)=[C:17]=[S:18]. (5) Product: [Br:1][C:2]1[CH:7]=[CH:6][C:5]([C:8]2([C:9]([F:11])([F:12])[F:10])[O:17][CH2:16][CH2:15][O:13]2)=[CH:4][CH:3]=1. Reactant: [Br:1][C:2]1[CH:7]=[CH:6][C:5]([C:8](=[O:13])[C:9]([F:12])([F:11])[F:10])=[CH:4][CH:3]=1.Cl[CH2:15][CH2:16][OH:17].CC(C)([O-])C.[K+].[Cl-].[NH4+]. The catalyst class is: 782. (6) Reactant: [NH2:1][C:2]1[CH:7]=[C:6]([F:8])[CH:5]=[CH:4][C:3]=1[NH:9][C:10]1[C:11]([CH3:20])=[C:12]([CH:17]=[CH:18][CH:19]=1)[C:13]([O:15][CH3:16])=[O:14].[O:21]1[CH2:25][CH2:24][CH2:23][C@@H:22]1[C:26](O)=[O:27].Cl.C(N=C=NCCCN(C)C)C.O.ON1C2C=CC=CC=2N=N1. Product: [F:8][C:6]1[CH:5]=[CH:4][C:3]([NH:9][C:10]2[C:11]([CH3:20])=[C:12]([CH:17]=[CH:18][CH:19]=2)[C:13]([O:15][CH3:16])=[O:14])=[C:2]([NH:1][C:26]([C@H:22]2[CH2:23][CH2:24][CH2:25][O:21]2)=[O:27])[CH:7]=1. The catalyst class is: 47. (7) Reactant: [NH2:1][CH2:2][C:3]1[C:4](=[O:12])[NH:5][C:6]([CH3:11])=[CH:7][C:8]=1[CH2:9][CH3:10].[ClH:13].O1CCOCC1. Product: [ClH:13].[NH2:1][CH2:2][C:3]1[C:4](=[O:12])[NH:5][C:6]([CH3:11])=[CH:7][C:8]=1[CH2:9][CH3:10]. The catalyst class is: 2. (8) Reactant: Br[C:2]1[CH:3]=[CH:4][C:5]([C:8]#[N:9])=[N:6][CH:7]=1.C(=O)([O-])[O-].[Cs+].[Cs+].[CH3:16][O:17][C:18]1[CH:25]=[CH:24][C:21]([CH2:22][OH:23])=[CH:20][CH:19]=1.N1C2C(=CC=C3C=2N=CC=C3)C=CC=1. Product: [CH3:16][O:17][C:18]1[CH:25]=[CH:24][C:21]([CH2:22][O:23][C:2]2[CH:3]=[CH:4][C:5]([C:8]#[N:9])=[N:6][CH:7]=2)=[CH:20][CH:19]=1. The catalyst class is: 509.